This data is from Catalyst prediction with 721,799 reactions and 888 catalyst types from USPTO. The task is: Predict which catalyst facilitates the given reaction. (1) Reactant: [CH:1]1([C:4]2[CH:9]=[CH:8][N:7]=[CH:6][C:5]=2[N:10]2[CH2:14][CH2:13][NH:12][C:11]2=[O:15])[CH2:3][CH2:2]1.Br[C:17]1[S:21][C:20]2[CH:22]=[CH:23][CH:24]=[CH:25][C:19]=2[CH:18]=1.CN[C@@H]1CCCC[C@H]1NC.P([O-])([O-])([O-])=O.[K+].[K+].[K+]. Product: [S:21]1[C:17]([N:12]2[CH2:13][CH2:14][N:10]([C:5]3[CH:6]=[N:7][CH:8]=[CH:9][C:4]=3[CH:1]3[CH2:3][CH2:2]3)[C:11]2=[O:15])=[CH:18][C:19]2[CH:25]=[CH:24][CH:23]=[CH:22][C:20]1=2. The catalyst class is: 246. (2) Reactant: C([N:4]1[CH2:9][CH2:8][N:7]([C:10]2[CH:15]=[CH:14][C:13]([O:16][CH2:17][CH2:18][CH2:19][C:20]([F:23])([F:22])[F:21])=[CH:12][CH:11]=2)[CH2:6][CH2:5]1)(=O)C.Cl. Product: [F:23][C:20]([F:21])([F:22])[CH2:19][CH2:18][CH2:17][O:16][C:13]1[CH:14]=[CH:15][C:10]([N:7]2[CH2:8][CH2:9][NH:4][CH2:5][CH2:6]2)=[CH:11][CH:12]=1. The catalyst class is: 74. (3) Reactant: [NH2:1][C:2]1[N:7]=[CH:6][N:5]=[C:4]2[N:8]([CH:19]([C:21]3[CH:22]=[C:23]4[N:28]([C:29]=3[C:30]3[CH2:31][CH2:32][N:33](C(OC(C)(C)C)=O)[CH2:34][CH:35]=3)[CH:27]=[CH:26][CH:25]=[CH:24]4)[CH3:20])[N:9]=[C:10]([C:11]3[CH:16]=[C:15]([OH:17])[CH:14]=[C:13]([F:18])[CH:12]=3)[C:3]=12.FC(F)(F)C(O)=O. Product: [NH2:1][C:2]1[N:7]=[CH:6][N:5]=[C:4]2[N:8]([CH:19]([C:21]3[CH:22]=[C:23]4[N:28]([C:29]=3[C:30]3[CH2:31][CH2:32][NH:33][CH2:34][CH:35]=3)[CH:27]=[CH:26][CH:25]=[CH:24]4)[CH3:20])[N:9]=[C:10]([C:11]3[CH:16]=[C:15]([OH:17])[CH:14]=[C:13]([F:18])[CH:12]=3)[C:3]=12. The catalyst class is: 2. (4) Reactant: CN(C=O)C.Br[CH2:7][C:8]1[CH:13]=[CH:12][CH:11]=[C:10]([N+:14]([O-:16])=[O:15])[CH:9]=1.[F:17][C:18]1[C:23]([F:24])=[CH:22][C:21]([C:25]2[CH:30]=[CH:29][C:28]([OH:31])=[CH:27][CH:26]=2)=[C:20]([O:32][CH3:33])[CH:19]=1.C[Si]([N-][Si](C)(C)C)(C)C.[Li+]. Product: [F:17][C:18]1[C:23]([F:24])=[CH:22][C:21]([C:25]2[CH:26]=[CH:27][C:28]([O:31][CH2:7][C:8]3[CH:13]=[CH:12][CH:11]=[C:10]([N+:14]([O-:16])=[O:15])[CH:9]=3)=[CH:29][CH:30]=2)=[C:20]([O:32][CH3:33])[CH:19]=1. The catalyst class is: 13. (5) Reactant: [F:1][C:2]([F:42])([F:41])[C:3]1[CH:4]=[C:5]([C@H:13]2[O:17][C:16](=[O:18])[N:15]([CH2:19][C:20]3[C:25]([C:26]4[CH:27]=[C:28]([CH2:33][C:34](O)=[O:35])[CH:29]=[CH:30][C:31]=4[F:32])=[CH:24][CH:23]=[C:22]([CH:37]4[CH2:39][CH2:38]4)[N:21]=3)[C@H:14]2[CH3:40])[CH:6]=[C:7]([C:9]([F:12])([F:11])[F:10])[CH:8]=1. Product: [F:42][C:2]([F:1])([F:41])[C:3]1[CH:4]=[C:5]([C@H:13]2[O:17][C:16](=[O:18])[N:15]([CH2:19][C:20]3[C:25]([C:26]4[CH:27]=[C:28]([CH2:33][CH2:34][OH:35])[CH:29]=[CH:30][C:31]=4[F:32])=[CH:24][CH:23]=[C:22]([CH:37]4[CH2:39][CH2:38]4)[N:21]=3)[C@H:14]2[CH3:40])[CH:6]=[C:7]([C:9]([F:10])([F:11])[F:12])[CH:8]=1. The catalyst class is: 1.